Dataset: Peptide-MHC class II binding affinity with 134,281 pairs from IEDB. Task: Regression. Given a peptide amino acid sequence and an MHC pseudo amino acid sequence, predict their binding affinity value. This is MHC class II binding data. The peptide sequence is WQTLSAALDAQAVEL. The MHC is DRB1_0301 with pseudo-sequence DRB1_0301. The binding affinity (normalized) is 0.485.